This data is from Forward reaction prediction with 1.9M reactions from USPTO patents (1976-2016). The task is: Predict the product of the given reaction. (1) Given the reactants [S:1]1[C:5]2[CH:6]=[C:7]([N:10]3[CH:14]([CH3:15])[CH:13]([CH3:16])[NH:12][C:11]3=[O:17])[CH:8]=[CH:9][C:4]=2[N:3]=[CH:2]1.I[C:19]1[CH:20]=[N:21][CH:22]=[CH:23][C:24]=1[CH3:25].CNC1CCCCC1NC.P([O-])([O-])([O-])=O.[K+].[K+].[K+], predict the reaction product. The product is: [S:1]1[C:5]2[CH:6]=[C:7]([N:10]3[CH:14]([CH3:15])[CH:13]([CH3:16])[N:12]([C:19]4[CH:20]=[N:21][CH:22]=[CH:23][C:24]=4[CH3:25])[C:11]3=[O:17])[CH:8]=[CH:9][C:4]=2[N:3]=[CH:2]1. (2) Given the reactants CON(C)[C:4]([C:6]1[CH:7]=[N:8][C:9]2[C:14]([CH:15]=1)=[CH:13][CH:12]=[CH:11][CH:10]=2)=[O:5].[H-].[H-].[H-].[H-].[Li+].[Al+3], predict the reaction product. The product is: [N:8]1[C:9]2[C:14](=[CH:13][CH:12]=[CH:11][CH:10]=2)[CH:15]=[C:6]([CH:4]=[O:5])[CH:7]=1. (3) Given the reactants [CH3:1][N:2]1[CH2:25][CH2:24][C:5]2[N:6]([CH2:14][C:15]([C:18]3[CH:19]=[N:20][CH:21]=[CH:22][CH:23]=3)([OH:17])[CH3:16])[C:7]3[CH:8]=[CH:9][C:10]([CH3:13])=[CH:11][C:12]=3[C:4]=2[CH2:3]1.[H-].[Na+].[C:28](OC(=O)C)(=[O:30])[CH3:29], predict the reaction product. The product is: [CH3:1][N:2]1[CH2:25][CH2:24][C:5]2[N:6]([CH2:14][C:15]([O:17][C:28](=[O:30])[CH3:29])([CH3:16])[C:18]3[CH:19]=[N:20][CH:21]=[CH:22][CH:23]=3)[C:7]3[CH:8]=[CH:9][C:10]([CH3:13])=[CH:11][C:12]=3[C:4]=2[CH2:3]1. (4) Given the reactants C[CH:2]([CH2:7][C:8]1[CH:13]=[CH:12][CH:11]=[C:10]([O:14][CH3:15])[CH:9]=1)[CH2:3][C:4](O)=[O:5].C(Cl)(=O)C([Cl:19])=O, predict the reaction product. The product is: [CH3:15][O:14][C:10]1[CH:9]=[C:8]([CH2:7][CH2:2][CH2:3][C:4]([Cl:19])=[O:5])[CH:13]=[CH:12][CH:11]=1. (5) Given the reactants [N:1]1[CH:6]=[CH:5][CH:4]=[CH:3][C:2]=1[CH2:7][N:8]1[C:16]2[C:11](=[CH:12][C:13]([NH:17][C:18]3[C:27]4[C:22](=[CH:23][CH:24]=[CH:25][C:26]=4[O:28][C@H:29]([CH3:34])[C:30]([O:32]C)=O)[N:21]=[CH:20][N:19]=3)=[CH:14][CH:15]=2)[CH:10]=[N:9]1.[NH3:35], predict the reaction product. The product is: [N:1]1[CH:6]=[CH:5][CH:4]=[CH:3][C:2]=1[CH2:7][N:8]1[C:16]2[C:11](=[CH:12][C:13]([NH:17][C:18]3[C:27]4[C:22](=[CH:23][CH:24]=[CH:25][C:26]=4[O:28][C@H:29]([CH3:34])[C:30]([NH2:35])=[O:32])[N:21]=[CH:20][N:19]=3)=[CH:14][CH:15]=2)[CH:10]=[N:9]1. (6) The product is: [C:2]1([CH2:1][CH2:8][C:9](=[O:11])[CH3:10])[CH:7]=[CH:6][CH:5]=[CH:4][CH:3]=1. Given the reactants [CH:1](=[CH:8][C:9](=[O:11])[CH3:10])[C:2]1[CH:7]=[CH:6][CH:5]=[CH:4][CH:3]=1.[H][H], predict the reaction product. (7) Given the reactants C(OC([NH:8][C:9]1[CH:10]=[C:11]([S:17]([NH2:20])(=[O:19])=[O:18])[CH:12]=[CH:13][C:14]=1[O:15][CH3:16])=O)(C)(C)C.[Cl:21][C:22]1[CH:23]=[C:24]([NH:38][C:39](OC2C=CC=CC=2)=[O:40])[C:25](=[CH:36][CH:37]=1)[C:26](OCC1C=CC=CC=1)=[O:27], predict the reaction product. The product is: [NH2:8][C:9]1[CH:10]=[C:11]([S:17]([N:20]2[C:26](=[O:27])[C:25]3[C:24](=[CH:23][C:22]([Cl:21])=[CH:37][CH:36]=3)[NH:38][C:39]2=[O:40])(=[O:18])=[O:19])[CH:12]=[CH:13][C:14]=1[O:15][CH3:16]. (8) Given the reactants C(OC(=O)[N:7]([CH2:35][C:36]1[CH:41]=[CH:40][C:39]([Cl:42])=[CH:38][CH:37]=1)[C:8]1[CH:13]=[CH:12][C:11]([CH:14](O)[C:15]2[C:23]3[CH:22]=[N:21][CH:20]=[N:19][C:18]=3[N:17]([Si](C(C)C)(C(C)C)C(C)C)[CH:16]=2)=[CH:10][N:9]=1)(C)(C)C.C([SiH](CC)CC)C.FC(F)(F)C(O)=O, predict the reaction product. The product is: [Cl:42][C:39]1[CH:40]=[CH:41][C:36]([CH2:35][NH:7][C:8]2[CH:13]=[CH:12][C:11]([CH2:14][C:15]3[C:23]4[CH:22]=[N:21][CH:20]=[N:19][C:18]=4[NH:17][CH:16]=3)=[CH:10][N:9]=2)=[CH:37][CH:38]=1.